This data is from Reaction yield outcomes from USPTO patents with 853,638 reactions. The task is: Predict the reaction yield, written as a fraction of the theoretical maximum amount of product (1.0 means a 100% yield; for example, 0.34 means a 34% yield). (1) The reactants are [F:1][C:2]1[CH:7]=[CH:6][CH:5]=[CH:4][C:3]=1[C:8]1[C:12]([C:13]2[N:14]=[CH:15][NH:16][CH:17]=2)=[C:11]([CH3:18])[O:10][N:9]=1.F[C:20]1[CH:25]=[CH:24][C:23]([N+:26]([O-:28])=[O:27])=[CH:22][CH:21]=1. No catalyst specified. The product is [F:1][C:2]1[CH:7]=[CH:6][CH:5]=[CH:4][C:3]=1[C:8]1[C:12]([C:13]2[N:14]=[CH:15][N:16]([C:20]3[CH:25]=[CH:24][C:23]([N+:26]([O-:28])=[O:27])=[CH:22][CH:21]=3)[CH:17]=2)=[C:11]([CH3:18])[O:10][N:9]=1. The yield is 0.870. (2) The reactants are ClC1C=CC(N2C(C)=[CH:11][CH:10]=[C:9]2[C:14]2[CH:19]=[CH:18][C:17](Cl)=[CH:16][CH:15]=2)=CC=1.[ClH:21].F[C:23](F)(F)C1C=C(N2CCNCC2)C=CC=1.[CH2:38]=[O:39].[OH-:40].[Na+]. The catalyst is C(#N)C.C(O)(=O)C. The product is [Cl:21][C:17]1[CH:18]=[CH:19][C:14]([C:9](=[O:40])[CH2:10][CH2:11][C:38](=[O:39])[CH3:23])=[CH:15][CH:16]=1. The yield is 0.662. (3) The reactants are [F:1][C:2]1[C:21]([NH:22][C:23]([NH:25][C:26]2[CH:31]=[CH:30][N:29]=[C:28]([CH3:32])[CH:27]=2)=[O:24])=[CH:20][CH:19]=[CH:18][C:3]=1[CH2:4][N:5]1[CH2:10][CH2:9][N:8](C(OC(C)(C)C)=O)[CH2:7][CH2:6]1.Cl.CCN(CC)CC.[CH2:41]([S:43](Cl)(=[O:45])=[O:44])[CH3:42]. The catalyst is CO.C(Cl)Cl. The product is [CH2:41]([S:43]([N:8]1[CH2:9][CH2:10][N:5]([CH2:4][C:3]2[C:2]([F:1])=[C:21]([NH:22][C:23]([NH:25][C:26]3[CH:31]=[CH:30][N:29]=[C:28]([CH3:32])[CH:27]=3)=[O:24])[CH:20]=[CH:19][CH:18]=2)[CH2:6][CH2:7]1)(=[O:45])=[O:44])[CH3:42]. The yield is 0.900.